Dataset: Forward reaction prediction with 1.9M reactions from USPTO patents (1976-2016). Task: Predict the product of the given reaction. (1) Given the reactants Cl[C:2]1[N:10]([C:11]2[CH:16]=[CH:15][CH:14]=[CH:13][C:12]=2[Cl:17])[C:9]2[C:8](=[O:18])[N:7]([CH3:19])[C:6](=[O:20])[N:5]([CH3:21])[C:4]=2[N:3]=1.[F:22][C:23]([F:28])([F:27])[C:24]([OH:26])=[O:25], predict the reaction product. The product is: [F:22][C:23]([F:28])([F:27])[C:24]([OH:26])=[O:25].[Cl:17][C:12]1[CH:13]=[CH:14][CH:15]=[CH:16][C:11]=1[N:10]1[C:9]2[C:8](=[O:18])[N:7]([CH3:19])[C:6](=[O:20])[N:5]([CH3:21])[C:4]=2[N:3]=[C:2]1[N:10]1[CH2:9][CH:4]2[CH2:23][CH:24]1[CH2:2][NH:3]2. (2) Given the reactants Br[C:2]1[CH:3]=[CH:4][C:5]([F:17])=[C:6]([C@:8]([NH:12][C:13](=[O:16])[CH2:14][Cl:15])([CH3:11])[CH2:9][OH:10])[CH:7]=1.[K].CCSC([N:24](CC(C)C)CC(C)C)=O, predict the reaction product. The product is: [ClH:15].[NH2:24][C:2]1[CH:3]=[CH:4][C:5]([F:17])=[C:6]([C@@:8]2([CH3:11])[NH:12][C:13](=[O:16])[CH2:14][O:10][CH2:9]2)[CH:7]=1. (3) The product is: [C:1]([O:5][C:6](=[O:7])[NH:8][C@H:9]1[CH2:13][CH2:12][C@@H:11]([C:14](=[O:16])[NH:17][C:18]2[CH:27]=[CH:26][C:25]3[C:20](=[CH:21][CH:22]=[CH:23][CH:24]=3)[N:19]=2)[CH2:10]1)([CH3:2])([CH3:3])[CH3:4]. Given the reactants [C:1]([O:5][C:6]([NH:8][C@@H:9]1[CH2:13][CH2:12][C@H:11]([C:14]([OH:16])=O)[CH2:10]1)=[O:7])([CH3:4])([CH3:3])[CH3:2].[NH2:17][C:18]1[CH:27]=[CH:26][C:25]2[C:20](=[CH:21][CH:22]=[CH:23][CH:24]=2)[N:19]=1.C1C=CC2N(O)N=NC=2C=1.C(N(C(C)C)CC)(C)C, predict the reaction product.